From a dataset of Forward reaction prediction with 1.9M reactions from USPTO patents (1976-2016). Predict the product of the given reaction. (1) The product is: [CH3:1][O:2][C:3]([C:4]1[CH:5]=[CH:6][C:7]2[NH:10][C:11]3[C:12]([C:8]=2[CH:9]=1)=[CH:13][CH:14]=[CH:15][CH:16]=3)=[O:17]. Given the reactants [CH3:1][O:2][C:3](=[O:17])[C:4]1[CH:9]=[CH:8][C:7]([NH:10][C:11]2[CH:16]=[CH:15][CH:14]=[CH:13][CH:12]=2)=[CH:6][CH:5]=1, predict the reaction product. (2) Given the reactants [CH3:1][O:2][C:3]1[CH:8]=[C:7]([O:9][CH3:10])[C:6]([O:11][CH3:12])=[C:5]([CH2:13][CH2:14][CH2:15][CH2:16][CH2:17][CH2:18][CH2:19][CH2:20][CH2:21][CH2:22][CH2:23][CH2:24][CH3:25])[C:4]=1[O:26][CH3:27].[CH3:28]N(C)CCN(C)C.[CH2:36]([Li])[CH2:37][CH2:38]C.CI, predict the reaction product. The product is: [CH2:13]([C:5]1[C:4]([O:26][CH3:27])=[C:3]([O:2][CH3:1])[C:8]([CH3:28])=[C:7]([O:9][CH3:10])[C:6]=1[O:11][CH3:12])[CH2:14][CH2:15][CH2:16][CH2:17][CH2:18][CH2:19][CH2:20][CH2:21][CH2:22][CH2:23][CH2:24][CH2:25][CH2:36][CH2:37][CH3:38].